This data is from HIV replication inhibition screening data with 41,000+ compounds from the AIDS Antiviral Screen. The task is: Binary Classification. Given a drug SMILES string, predict its activity (active/inactive) in a high-throughput screening assay against a specified biological target. (1) The result is 0 (inactive). The molecule is COCOC1CCCCC1(OCCOCCOC1(c2ccccc2)CCCCC1OCOC)c1ccccc1. (2) The compound is [N-]=[N+]=C1C(=O)NC(=O)N2C3CC(O)C(COC12)O3. The result is 0 (inactive). (3) The drug is O=C1CC(Sc2ccccc2)C2(OCCO2)C(Sc2ccccc2)C1. The result is 0 (inactive). (4) The compound is CON(C)C(=O)CNC(=O)OCC1c2ccccc2-c2ccccc21. The result is 0 (inactive). (5) The drug is CCOC(=O)C1=C(O)C(=O)NC(C(=O)OCC)=C(c2ccccc2)C1. The result is 0 (inactive). (6) The drug is COc1ccc(OC)c(NS(=O)(=O)c2ccc3nc(C)n(NS(=O)(=O)c4cc(OC)ccc4OC)c(=O)c3c2)c1. The result is 0 (inactive). (7) The molecule is COc1cc(Oc2c(O)c(C)c(OC)c(C(C)=O)c2O)c(C(C)=O)c(O)c1C. The result is 0 (inactive).